This data is from Full USPTO retrosynthesis dataset with 1.9M reactions from patents (1976-2016). The task is: Predict the reactants needed to synthesize the given product. (1) Given the product [C:34]1([CH2:40][C:41]([NH:26][C@H:23]2[CH2:22][CH2:21][C@H:20]([NH:19][C:16]3[CH:17]=[CH:18][C:13]4[N:14]([C:10]([C:7]5[CH:8]=[CH:9][N:4]=[CH:5][CH:6]=5)=[CH:11][N:12]=4)[N:15]=3)[CH2:25][CH2:24]2)=[O:42])[CH:39]=[CH:38][CH:37]=[CH:36][CH:35]=1, predict the reactants needed to synthesize it. The reactants are: Cl.Cl.Cl.[N:4]1[CH:9]=[CH:8][C:7]([C:10]2[N:14]3[N:15]=[C:16]([NH:19][C@H:20]4[CH2:25][CH2:24][C@H:23]([NH2:26])[CH2:22][CH2:21]4)[CH:17]=[CH:18][C:13]3=[N:12][CH:11]=2)=[CH:6][CH:5]=1.C(N(CC)CC)C.[C:34]1([CH2:40][C:41](Cl)=[O:42])[CH:39]=[CH:38][CH:37]=[CH:36][CH:35]=1.CO. (2) Given the product [Cl:1][C:2]1[CH:7]=[CH:6][C:5]([NH:8][C:9]([CH:11]2[CH2:15][C:14](=[CH2:16])[CH2:13][CH:12]2[NH:17][C:21](=[O:22])[C:20]2[CH:24]=[CH:25][C:26]([N:28]3[CH:33]=[CH:32][CH:31]=[CH:30][C:29]3=[O:34])=[CH:27][C:19]=2[F:18])=[O:10])=[CH:4][CH:3]=1, predict the reactants needed to synthesize it. The reactants are: [Cl:1][C:2]1[CH:7]=[CH:6][C:5]([NH:8][C:9]([CH:11]2[CH2:15][C:14](=[CH2:16])[CH2:13][CH:12]2[NH2:17])=[O:10])=[CH:4][CH:3]=1.[F:18][C:19]1[CH:27]=[C:26]([N:28]2[CH:33]=[CH:32][CH:31]=[CH:30][C:29]2=[O:34])[CH:25]=[CH:24][C:20]=1[C:21](O)=[O:22]. (3) Given the product [NH2:1][C:2]1[S:3][CH:6]=[C:7]([C:9]2[CH:14]=[CH:13][C:12]([OH:15])=[C:11]([CH3:16])[CH:10]=2)[N:4]=1, predict the reactants needed to synthesize it. The reactants are: [NH2:1][C:2]([NH2:4])=[S:3].Br[CH2:6][C:7]([C:9]1[CH:14]=[CH:13][C:12]([OH:15])=[C:11]([CH3:16])[CH:10]=1)=O. (4) Given the product [Cl:3][C:4]1[CH:5]=[CH:6][C:7]([C:10]2[CH:11]=[CH:23][NH:22][C:24]=2[C:25]([O:27][CH2:28][CH3:29])=[O:26])=[CH:8][CH:9]=1, predict the reactants needed to synthesize it. The reactants are: [H-].[Na+].[Cl:3][C:4]1[CH:9]=[CH:8][C:7](/[CH:10]=[CH:11]/S(C2C=CC(C)=CC=2)(=O)=O)=[CH:6][CH:5]=1.[N+:22]([CH2:24][C:25]([O:27][CH2:28][CH3:29])=[O:26])#[C-:23].CCO.